From a dataset of Full USPTO retrosynthesis dataset with 1.9M reactions from patents (1976-2016). Predict the reactants needed to synthesize the given product. (1) Given the product [N:27]1([C:33]([C@@H:35]2[CH2:39][O:38][C:37](=[O:40])[N:36]2[C:10]2[CH:15]=[CH:14][C:13]([O:16][C@H:17]3[CH2:20][C@H:19]([N:21]4[CH2:26][CH2:25][CH2:24][CH2:23][CH2:22]4)[CH2:18]3)=[CH:12][CH:11]=2)=[O:34])[CH2:32][CH2:31][O:30][CH2:29][CH2:28]1, predict the reactants needed to synthesize it. The reactants are: P([O-])([O-])([O-])=O.[K+].[K+].[K+].I[C:10]1[CH:15]=[CH:14][C:13]([O:16][CH:17]2[CH2:20][CH:19]([N:21]3[CH2:26][CH2:25][CH2:24][CH2:23][CH2:22]3)[CH2:18]2)=[CH:12][CH:11]=1.[N:27]1([C:33]([C@@H:35]2[CH2:39][O:38][C:37](=[O:40])[NH:36]2)=[O:34])[CH2:32][CH2:31][O:30][CH2:29][CH2:28]1. (2) Given the product [NH2:7][C:8]1[C:12]([C:13]([O:15][CH2:16][CH3:17])=[O:14])=[CH:11][N:10]([C:19]2[N:24]=[CH:23][CH:22]=[CH:21][N:20]=2)[N:9]=1, predict the reactants needed to synthesize it. The reactants are: CC(C)([O-])C.[K+].[NH2:7][C:8]1[C:12]([C:13]([O:15][CH2:16][CH3:17])=[O:14])=[CH:11][NH:10][N:9]=1.Cl[C:19]1[N:24]=[CH:23][CH:22]=[CH:21][N:20]=1. (3) Given the product [CH:5]1[C:6]2[C:15]([N:17]3[CH2:22][CH2:21][N:20]([CH2:23][CH2:24][O:25][CH2:26][CH2:27][O:28][C:29](=[O:36])[C:30]4[CH:35]=[CH:34][CH:33]=[CH:32][CH:31]=4)[CH2:19][CH2:18]3)=[N:14][C:9]3[CH:10]=[CH:11][CH:12]=[CH:13][C:8]=3[S:7][C:1]=2[CH:2]=[CH:3][CH:4]=1, predict the reactants needed to synthesize it. The reactants are: [C:1]1([S:7][C:8]2[CH:13]=[CH:12][CH:11]=[CH:10][C:9]=2[NH:14][C:15]([N:17]2[CH2:22][CH2:21][N:20]([CH2:23][CH2:24][O:25][CH2:26][CH2:27][O:28][C:29](=[O:36])[C:30]3[CH:35]=[CH:34][CH:33]=[CH:32][CH:31]=3)[CH2:19][CH2:18]2)=O)[CH:6]=[CH:5][CH:4]=[CH:3][CH:2]=1.P(Cl)(Cl)(Cl)=O.O=P12OP3(OP(OP(O3)(O1)=O)(=O)O2)=O. (4) Given the product [Cl:1][C:2]1[CH:3]=[CH:4][C:5]([O:12][CH2:19][CH:21]2[CH2:22][O:23]2)=[C:6]([NH:8][C:9](=[O:11])[CH3:10])[CH:7]=1, predict the reactants needed to synthesize it. The reactants are: [Cl:1][C:2]1[CH:3]=[CH:4][C:5]([OH:12])=[C:6]([NH:8][C:9](=[O:11])[CH3:10])[CH:7]=1.C([O-])([O-])=O.[K+].[K+].[CH2:19]([CH:21]1[O:23][CH2:22]1)Br. (5) Given the product [Cl:22][C:23]1[CH:24]=[CH:25][C:26]([C:44]#[N:45])=[C:27]([C:29]2[C:34]([O:35][CH3:36])=[CH:33][N:32]([CH:37]([CH2:41][CH3:42])[C:38]([NH:1][C:2]3[CH:3]=[CH:4][C:5]([C:6]([O:8][CH2:9][CH3:10])=[O:7])=[CH:11][CH:12]=3)=[O:39])[C:31](=[O:43])[CH:30]=2)[CH:28]=1, predict the reactants needed to synthesize it. The reactants are: [NH2:1][C:2]1[CH:12]=[CH:11][C:5]([C:6]([O:8][CH2:9][CH3:10])=[O:7])=[CH:4][CH:3]=1.C(N=C=NC(C)C)(C)C.[Cl:22][C:23]1[CH:24]=[CH:25][C:26]([C:44]#[N:45])=[C:27]([C:29]2[C:34]([O:35][CH3:36])=[CH:33][N:32]([CH:37]([CH2:41][CH3:42])[C:38](O)=[O:39])[C:31](=[O:43])[CH:30]=2)[CH:28]=1.C(OC)(C)(C)C.